Dataset: Forward reaction prediction with 1.9M reactions from USPTO patents (1976-2016). Task: Predict the product of the given reaction. (1) Given the reactants [Br:1][NH:2][C:3]([NH2:5])=[O:4].[O-]Cl.[Na+].O([Cl:11])[Li].O=[O+][O-].[O-]O.NC(N)=O.OO.NC(N)=O.Br.Cl.Br.NC(N)=O.Cl[O-].Cl.NC(N)=O, predict the reaction product. The product is: [Cl:11][NH:2][C:3]([NH2:5])=[O:4].[Br:1][NH:2][C:3]([NH2:5])=[O:4]. (2) Given the reactants Cl[C:2]1[CH:3]=[C:4]([F:27])[CH:5]=[C:6]2[C:11]=1[N:10]=[CH:9][C:8]([CH:12]([NH:14][S:15]([C:17]([CH3:20])([CH3:19])[CH3:18])=[O:16])[CH3:13])=[C:7]2[C:21]1[CH:26]=[CH:25][CH:24]=[CH:23][N:22]=1.P([O-])([O-])([O-])=O.[K+].[K+].[K+].[CH3:36]B1OC(=O)CN(C)CC(=O)O1.C1(P(C2CCCCC2)C2C=CC=CC=2C2C(C(C)C)=CC(C(C)C)=CC=2C(C)C)CCCCC1, predict the reaction product. The product is: [F:27][C:4]1[CH:5]=[C:6]2[C:11](=[C:2]([CH3:36])[CH:3]=1)[N:10]=[CH:9][C:8]([CH:12]([NH:14][S:15]([C:17]([CH3:18])([CH3:20])[CH3:19])=[O:16])[CH3:13])=[C:7]2[C:21]1[CH:26]=[CH:25][CH:24]=[CH:23][N:22]=1. (3) Given the reactants [Cl:1][C:2]1[CH:7]=[CH:6][C:5]([C:8]2([C:11]([OH:13])=O)[CH2:10][CH2:9]2)=[CH:4][CH:3]=1.C(Cl)(=O)C([Cl:17])=O, predict the reaction product. The product is: [Cl:1][C:2]1[CH:7]=[CH:6][C:5]([C:8]2([C:11]([Cl:17])=[O:13])[CH2:10][CH2:9]2)=[CH:4][CH:3]=1. (4) Given the reactants C(OC(=O)[NH:7][C:8]1[CH:13]=[CH:12][C:11]([C:14]2[CH:19]=[CH:18][CH:17]=[CH:16][C:15]=2[O:20][C:21]([F:24])([F:23])[F:22])=[CH:10][C:9]=1[NH:25][C:26](OC(C)(C)C)=O)(C)(C)C.C(O)(C(F)(F)F)=O.COC(=N)[C:44]([Cl:47])([Cl:46])[Cl:45], predict the reaction product. The product is: [Cl:45][C:44]([Cl:47])([Cl:46])[C:26]1[NH:7][C:8]2[CH:13]=[CH:12][C:11]([C:14]3[CH:19]=[CH:18][CH:17]=[CH:16][C:15]=3[O:20][C:21]([F:23])([F:24])[F:22])=[CH:10][C:9]=2[N:25]=1.